This data is from Catalyst prediction with 721,799 reactions and 888 catalyst types from USPTO. The task is: Predict which catalyst facilitates the given reaction. (1) Reactant: [NH2:1][C:2]1[C:11]([F:12])=[C:10]([N:13]2[CH2:17][CH2:16][C@@H:15]([CH:18]([NH2:24])[C:19]3S[CH:21]=[CH:22][N:23]=3)[CH2:14]2)[C:9]([F:25])=[C:8]2[C:3]=1[C:4](=[O:33])[C:5]([C:30]([OH:32])=[O:31])=[CH:6][N:7]2[C@@H:26]1[CH2:28][C@@H:27]1[F:29].[C:34](#N)[CH3:35].NC1C(F)=C(F)C(F)=C2C=1C(=O)C(C(O)=O)=CN2[C@@H]1C[C@@H]1F. Product: [NH2:1][C:2]1[C:11]([F:12])=[C:10]([N:13]2[CH2:17][CH2:16][C@@H:15]([CH:18]([NH2:24])[C:19]3[CH:35]=[CH:34][CH:21]=[CH:22][N:23]=3)[CH2:14]2)[C:9]([F:25])=[C:8]2[C:3]=1[C:4](=[O:33])[C:5]([C:30]([OH:32])=[O:31])=[CH:6][N:7]2[C@@H:26]1[CH2:28][C@@H:27]1[F:29]. The catalyst class is: 66. (2) Reactant: [CH2:1]([O:8][CH2:9][C:10]1[N:15]=[C:14]([OH:16])[C:13]([N+:17]([O-])=O)=[CH:12][N:11]=1)[C:2]1[CH:7]=[CH:6][CH:5]=[CH:4][CH:3]=1.[O-]S(S([O-])=O)=O.[Na+].[Na+]. Product: [NH2:17][C:13]1[C:14]([OH:16])=[N:15][C:10]([CH2:9][O:8][CH2:1][C:2]2[CH:3]=[CH:4][CH:5]=[CH:6][CH:7]=2)=[N:11][CH:12]=1. The catalyst class is: 20. (3) Reactant: [CH:1]([CH:3]([CH:9]=O)[C:4]([O:6][CH2:7][CH3:8])=[O:5])=O.[CH3:11][NH:12][NH2:13].NN. Product: [CH3:11][N:12]1[CH:9]=[C:3]([C:4]([O:6][CH2:7][CH3:8])=[O:5])[CH:1]=[N:13]1. The catalyst class is: 14. (4) The catalyst class is: 41. Product: [F:30][C:24]1[CH:25]=[CH:26][CH:27]=[C:28]([F:29])[C:23]=1[NH:22][C:20](=[O:21])[C:19]1[CH:31]=[CH:32][CH:33]=[C:17]([C:9]2[N:10]=[C:11]3[CH:16]=[CH:15][CH:14]=[CH:13][N:12]3[C:8]=2[C:6]2[CH:5]=[CH:4][N:3]=[C:2]([NH:39][C:38]3[CH:40]=[CH:41][C:42]([N:44]4[CH2:49][CH2:48][CH:47]([N:50]5[CH2:55][CH2:54][N:53]([S:56]([CH3:59])(=[O:58])=[O:57])[CH2:52][CH2:51]5)[CH2:46][CH2:45]4)=[CH:43][C:37]=3[O:36][CH2:34][CH3:35])[N:7]=2)[CH:18]=1. Reactant: Cl[C:2]1[N:7]=[C:6]([C:8]2[N:12]3[CH:13]=[CH:14][CH:15]=[CH:16][C:11]3=[N:10][C:9]=2[C:17]2[CH:18]=[C:19]([CH:31]=[CH:32][CH:33]=2)[C:20]([NH:22][C:23]2[C:28]([F:29])=[CH:27][CH:26]=[CH:25][C:24]=2[F:30])=[O:21])[CH:5]=[CH:4][N:3]=1.[CH2:34]([O:36][C:37]1[CH:43]=[C:42]([N:44]2[CH2:49][CH2:48][CH:47]([N:50]3[CH2:55][CH2:54][N:53]([S:56]([CH3:59])(=[O:58])=[O:57])[CH2:52][CH2:51]3)[CH2:46][CH2:45]2)[CH:41]=[CH:40][C:38]=1[NH2:39])[CH3:35].C1(C)C=CC(S(O)(=O)=O)=CC=1. (5) Reactant: [C:1]([N:5]1[C:9]2[CH:10]=[CH:11][C:12]([C:14]3[CH:15]=[N:16][C:17]([NH2:20])=[N:18][CH:19]=3)=[CH:13][C:8]=2[N:7]=[C:6]1[C:21]1[CH:26]=[C:25]([CH:27]=[CH2:28])[CH:24]=[CH:23][C:22]=1[N:29]1[CH:33]=[N:32][CH:31]=[N:30]1)([CH3:4])([CH3:3])[CH3:2]. Product: [C:1]([N:5]1[C:9]2[CH:10]=[CH:11][C:12]([C:14]3[CH:15]=[N:16][C:17]([NH2:20])=[N:18][CH:19]=3)=[CH:13][C:8]=2[N:7]=[C:6]1[C:21]1[CH:26]=[C:25]([CH2:27][CH3:28])[CH:24]=[CH:23][C:22]=1[N:29]1[CH:33]=[N:32][CH:31]=[N:30]1)([CH3:2])([CH3:3])[CH3:4]. The catalyst class is: 50. (6) Reactant: [NH2:1][C:2]1[N:7]=[CH:6][C:5]([C:8]2[C:9]3[CH2:23][CH2:22][N:21]([CH:24]4[CH2:27][N:26](C(OC(C)(C)C)=O)[CH2:25]4)[C:10]=3[N:11]=[C:12]([N:14]3[CH2:19][CH2:18][O:17][CH2:16][C@@H:15]3[CH3:20])[N:13]=2)=[CH:4][N:3]=1.[ClH:35].O1CCOCC1. Product: [ClH:35].[ClH:35].[NH:26]1[CH2:27][CH:24]([N:21]2[C:10]3[N:11]=[C:12]([N:14]4[CH2:19][CH2:18][O:17][CH2:16][C@@H:15]4[CH3:20])[N:13]=[C:8]([C:5]4[CH:4]=[N:3][C:2]([NH2:1])=[N:7][CH:6]=4)[C:9]=3[CH2:23][CH2:22]2)[CH2:25]1. The catalyst class is: 442.